The task is: Predict the reactants needed to synthesize the given product.. This data is from Full USPTO retrosynthesis dataset with 1.9M reactions from patents (1976-2016). (1) The reactants are: [C:1]([O:5][C:6](=[O:22])[NH:7][C:8]1[CH:13]=[C:12]([O:14][CH2:15][CH3:16])[C:11]([C:17]([F:20])([F:19])[F:18])=[CH:10][C:9]=1[NH2:21])([CH3:4])([CH3:3])[CH3:2].C([O:27][C:28](=O)[CH2:29][C:30]([C:32]1[CH:37]=[CH:36][CH:35]=[C:34]([C:38]2[CH:43]=[CH:42][N:41]=[C:40]([CH3:44])[C:39]=2[CH3:45])[CH:33]=1)=[O:31])(C)(C)C. Given the product [C:1]([O:5][C:6](=[O:22])[NH:7][C:8]1[CH:13]=[C:12]([O:14][CH2:15][CH3:16])[C:11]([C:17]([F:20])([F:19])[F:18])=[CH:10][C:9]=1[NH:21][C:28](=[O:27])[CH2:29][C:30]([C:32]1[CH:37]=[CH:36][CH:35]=[C:34]([C:38]2[CH:43]=[CH:42][N:41]=[C:40]([CH3:44])[C:39]=2[CH3:45])[CH:33]=1)=[O:31])([CH3:2])([CH3:3])[CH3:4], predict the reactants needed to synthesize it. (2) Given the product [I:1][C:2]1[CH:9]=[CH:8][C:5]([CH2:6][O:10][CH2:6][C:5]2[CH:8]=[CH:9][C:2]([I:1])=[CH:3][CH:4]=2)=[CH:4][CH:3]=1, predict the reactants needed to synthesize it. The reactants are: [I:1][C:2]1[CH:9]=[CH:8][C:5]([CH2:6]Br)=[CH:4][CH:3]=1.[OH-:10].[Na+].O. (3) The reactants are: [NH2:1][C:2]1[CH:3]=[CH:4][C:5]2[N:6]([CH:8]=[C:9]([C:11]([O:13][CH2:14][CH3:15])=[O:12])[N:10]=2)[CH:7]=1.C(N(CC)CC)C.[CH3:23][N:24]([CH3:28])[C:25](Cl)=[O:26]. Given the product [CH3:23][N:24]([CH3:28])[C:25](=[O:26])[NH:1][C:2]1[CH:3]=[CH:4][C:5]2[N:6]([CH:8]=[C:9]([C:11]([O:13][CH2:14][CH3:15])=[O:12])[N:10]=2)[CH:7]=1, predict the reactants needed to synthesize it. (4) Given the product [Br:24][C:22]1[CH:21]=[CH:20][N:19]2[N:7]=[C:16]([NH2:15])[N:17]=[C:18]2[CH:23]=1, predict the reactants needed to synthesize it. The reactants are: Cl.NO.C([NH:7]C(C)C)(C)C.C(OC(=O)[NH:15][C:16](=S)[NH:17][C:18]1[CH:23]=[C:22]([Br:24])[CH:21]=[CH:20][N:19]=1)C.O. (5) Given the product [CH:11]1([CH:10]([NH:17][C:18]2[CH:19]=[CH:20][C:21]([C:24]([N:26]([CH3:34])[CH2:27][CH2:28][C:29]([O:31][CH2:32][CH3:33])=[O:30])=[O:25])=[CH:22][CH:23]=2)[C:8]2[O:9][C:5]3[CH:4]=[CH:3][C:2]([C:37]4[CH:42]=[CH:41][CH:40]=[CH:39][CH:38]=4)=[CH:36][C:6]=3[C:7]=2[CH3:35])[CH2:12][CH2:13][CH2:14][CH2:15][CH2:16]1, predict the reactants needed to synthesize it. The reactants are: Br[C:2]1[CH:3]=[CH:4][C:5]2[O:9][C:8]([CH:10]([NH:17][C:18]3[CH:23]=[CH:22][C:21]([C:24]([N:26]([CH3:34])[CH2:27][CH2:28][C:29]([O:31][CH2:32][CH3:33])=[O:30])=[O:25])=[CH:20][CH:19]=3)[CH:11]3[CH2:16][CH2:15][CH2:14][CH2:13][CH2:12]3)=[C:7]([CH3:35])[C:6]=2[CH:36]=1.[C:37]1(B(O)O)[CH:42]=[CH:41][CH:40]=[CH:39][CH:38]=1.C(=O)([O-])[O-].[K+].[K+]. (6) Given the product [CH2:1]([N:8]1[CH2:13][CH2:12][CH:11]([CH:14]([OH:16])[CH3:15])[CH:10]([C:17]2[CH:22]=[CH:21][C:20]([Cl:23])=[CH:19][CH:18]=2)[CH2:9]1)[C:2]1[CH:3]=[CH:4][CH:5]=[CH:6][CH:7]=1, predict the reactants needed to synthesize it. The reactants are: [CH2:1]([N:8]1[CH2:13][CH2:12][CH:11]([C:14](=[O:16])[CH3:15])[CH:10]([C:17]2[CH:22]=[CH:21][C:20]([Cl:23])=[CH:19][CH:18]=2)[CH2:9]1)[C:2]1[CH:7]=[CH:6][CH:5]=[CH:4][CH:3]=1.[H-].[H-].[H-].[H-].[Li+].[Al+3].[OH-].[Na+].[O-]S([O-])(=O)=O.[Na+].[Na+]. (7) Given the product [CH2:23]([C@:18]12[CH2:17][CH2:16][C:15](=[O:25])[CH2:14][C@@H:13]1[C:12]1[C:21](=[CH:22][C:9]([OH:8])=[CH:10][CH:11]=1)[CH2:20][CH2:19]2)[CH3:24], predict the reactants needed to synthesize it. The reactants are: C([O:8][C:9]1[CH:22]=[C:21]2[C:12]([C@@H:13]3[C@@:18]([CH2:23][CH3:24])([CH2:19][CH2:20]2)[CH:17]=[CH:16][C:15](=[O:25])[CH2:14]3)=[CH:11][CH:10]=1)C1C=CC=CC=1. (8) Given the product [CH:30]([N:15]1[CH2:16][CH2:17][CH:12]([CH2:11][O:10][CH2:9][C@H:8]([NH:18][C:19](=[O:28])[O:20][CH2:21][C:22]2[CH:23]=[CH:24][CH:25]=[CH:26][CH:27]=2)[C:2]2[CH:7]=[CH:6][CH:5]=[CH:4][CH:3]=2)[CH2:13][CH2:14]1)([CH3:32])[CH3:29], predict the reactants needed to synthesize it. The reactants are: Cl.[C:2]1([C@@H:8]([NH:18][C:19](=[O:28])[O:20][CH2:21][C:22]2[CH:27]=[CH:26][CH:25]=[CH:24][CH:23]=2)[CH2:9][O:10][CH2:11][CH:12]2[CH2:17][CH2:16][NH:15][CH2:14][CH2:13]2)[CH:7]=[CH:6][CH:5]=[CH:4][CH:3]=1.[CH3:29][C:30]([CH3:32])=O. (9) Given the product [CH3:1][O:2][C:3]1[CH:4]=[C:5]([CH3:24])[C:6]([S:10]([N:13]([CH3:14])[CH2:15][C:16]2[O:20][CH:19]=[C:18]([C:21]([N:55]3[CH2:54][CH2:53][CH:52]([CH2:51][N:46]4[CH2:50][CH2:49][CH2:48][CH2:47]4)[CH2:57][CH2:56]3)=[O:23])[CH:17]=2)(=[O:11])=[O:12])=[C:7]([CH3:9])[CH:8]=1, predict the reactants needed to synthesize it. The reactants are: [CH3:1][O:2][C:3]1[CH:8]=[C:7]([CH3:9])[C:6]([S:10]([N:13]([CH2:15][C:16]2[O:20][CH:19]=[C:18]([C:21]([OH:23])=O)[CH:17]=2)[CH3:14])(=[O:12])=[O:11])=[C:5]([CH3:24])[CH:4]=1.CCN=C=NCCCN(C)C.C1C=NC2N(O)N=NC=2C=1.[N:46]1([CH2:51][CH:52]2[CH2:57][CH2:56][NH:55][CH2:54][CH2:53]2)[CH2:50][CH2:49][CH2:48][CH2:47]1.